Task: Predict the reactants needed to synthesize the given product.. Dataset: Full USPTO retrosynthesis dataset with 1.9M reactions from patents (1976-2016) (1) Given the product [CH3:9][O:8][C:5]1[CH:6]=[CH:7][C:2](/[CH:1]=[N:16]/[NH:17][C:18](=[NH:19])[NH2:20])=[CH:3][CH:4]=1, predict the reactants needed to synthesize it. The reactants are: [CH:1](=O)[C:2]1[CH:7]=[CH:6][C:5]([O:8][CH3:9])=[CH:4][CH:3]=1.Cl.C(=O)(O)O.[NH2:16][NH:17][C:18]([NH2:20])=[NH:19].[OH-].[K+]. (2) Given the product [N:4]1[C:5]2[C:10](=[CH:9][CH:8]=[CH:7][CH:6]=2)[CH:11]=[C:2]([N:12]2[CH2:16][CH2:15][CH2:14][C:13]2=[O:17])[CH:3]=1, predict the reactants needed to synthesize it. The reactants are: Br[C:2]1[CH:3]=[N:4][C:5]2[C:10]([CH:11]=1)=[CH:9][CH:8]=[CH:7][CH:6]=2.[NH:12]1[CH2:16][CH2:15][CH2:14][C:13]1=[O:17]. (3) Given the product [C:8](=[O:9])([O-:11])[O-:10].[Sr+2:3].[C:8](=[O:9])([O-:11])[O-:10], predict the reactants needed to synthesize it. The reactants are: [OH-].[OH-].[Sr+2:3].NC(N)=O.[C:8](=[O:11])([O-:10])[O-:9].